Dataset: Forward reaction prediction with 1.9M reactions from USPTO patents (1976-2016). Task: Predict the product of the given reaction. (1) Given the reactants [CH:1]([C:4]1[CH:9]=[CH:8][C:7]([CH:10]2[C:14]3[C:15]([CH3:32])=[C:16]([NH:21][CH2:22][CH2:23][C:24]4[CH:29]=[CH:28][C:27]([O:30][CH3:31])=[CH:26][CH:25]=4)[C:17]([CH3:20])=[C:18]([CH3:19])[C:13]=3[O:12][C:11]2([CH3:34])[CH3:33])=[CH:6][CH:5]=1)([CH3:3])[CH3:2].[C:35](Cl)(=[O:37])[CH3:36].C(=O)([O-])O.[Na+], predict the reaction product. The product is: [CH:1]([C:4]1[CH:5]=[CH:6][C:7]([CH:10]2[C:14]3[C:15]([CH3:32])=[C:16]([N:21]([CH2:22][CH2:23][C:24]4[CH:25]=[CH:26][C:27]([O:30][CH3:31])=[CH:28][CH:29]=4)[C:35](=[O:37])[CH3:36])[C:17]([CH3:20])=[C:18]([CH3:19])[C:13]=3[O:12][C:11]2([CH3:34])[CH3:33])=[CH:8][CH:9]=1)([CH3:3])[CH3:2]. (2) Given the reactants C([O:8][C:9]1[CH:14]=[CH:13][C:12]([CH:15]2[CH2:20][O:19][C:18]([CH3:22])([CH3:21])[O:17][CH2:16]2)=[CH:11][CH:10]=1)C1C=CC=CC=1.C([O-])=O.[NH4+], predict the reaction product. The product is: [CH3:21][C:18]1([CH3:22])[O:17][CH2:16][CH:15]([C:12]2[CH:13]=[CH:14][C:9]([OH:8])=[CH:10][CH:11]=2)[CH2:20][O:19]1. (3) Given the reactants [Br:1][C:2]1[CH:7]=[CH:6][C:5](I)=[C:4]([F:9])[CH:3]=1.C([Li])CCC.[CH2:15]([CH:20]1[CH2:25][CH2:24][C:23](=O)[CH2:22][CH2:21]1)[CH2:16][CH2:17][CH2:18][CH3:19].Cl, predict the reaction product. The product is: [Br:1][C:2]1[CH:7]=[CH:6][C:5]([C:23]2[CH2:24][CH2:25][CH:20]([CH2:15][CH2:16][CH2:17][CH2:18][CH3:19])[CH2:21][CH:22]=2)=[C:4]([F:9])[CH:3]=1. (4) Given the reactants [H-].[K+].[CH:3]1([C@@:6]23[CH2:13][CH2:12][C:11](=[O:14])[N:10]2[C@@H:9]([C:15]2[CH:20]=[CH:19][CH:18]=[CH:17][CH:16]=2)[CH2:8][O:7]3)[CH2:5][CH2:4]1.C1(S(OC)=O)C=CC=CC=1.C([O-])([O-])=O.[Na+].[Na+], predict the reaction product. The product is: [CH:3]1([C@@:6]23[CH:13]=[CH:12][C:11](=[O:14])[N:10]2[C@@H:9]([C:15]2[CH:16]=[CH:17][CH:18]=[CH:19][CH:20]=2)[CH2:8][O:7]3)[CH2:5][CH2:4]1.